This data is from Reaction yield outcomes from USPTO patents with 853,638 reactions. The task is: Predict the reaction yield, written as a fraction of the theoretical maximum amount of product (1.0 means a 100% yield; for example, 0.34 means a 34% yield). The yield is 0.730. The catalyst is [Pd].C(O)C. The reactants are [CH2:1]([O:8][C:9]1[CH:14]=[CH:13][CH:12]=[CH:11][C:10]=1[C:15]([C:17]1[CH:22]=[CH:21][CH:20]=[C:19]([C:23]2[CH:28]=[CH:27][CH:26]=[CH:25][CH:24]=2)[N:18]=1)=[CH2:16])[C:2]1[CH:7]=[CH:6][CH:5]=[CH:4][CH:3]=1.[H][H]. The product is [CH2:1]([O:8][C:9]1[CH:14]=[CH:13][CH:12]=[CH:11][C:10]=1[CH:15]([C:17]1[CH:22]=[CH:21][CH:20]=[C:19]([C:23]2[CH:28]=[CH:27][CH:26]=[CH:25][CH:24]=2)[N:18]=1)[CH3:16])[C:2]1[CH:3]=[CH:4][CH:5]=[CH:6][CH:7]=1.